From a dataset of Catalyst prediction with 721,799 reactions and 888 catalyst types from USPTO. Predict which catalyst facilitates the given reaction. (1) Reactant: [F:1][C:2]1[CH:36]=[CH:35][CH:34]=[CH:33][C:3]=1[CH2:4][NH:5][C:6]([NH:8][NH:9][C:10](=O)[CH2:11][O:12][C:13]([C:26]1[CH:31]=[CH:30][CH:29]=[CH:28][CH:27]=1)([C:20]1[CH:25]=[CH:24][CH:23]=[CH:22][CH:21]=1)[C:14]1[CH:19]=[CH:18][CH:17]=[CH:16][CH:15]=1)=[O:7].[OH-].[K+].Cl. Product: [F:1][C:2]1[CH:36]=[CH:35][CH:34]=[CH:33][C:3]=1[CH2:4][N:5]1[C:6](=[O:7])[NH:8][N:9]=[C:10]1[CH2:11][O:12][C:13]([C:20]1[CH:21]=[CH:22][CH:23]=[CH:24][CH:25]=1)([C:14]1[CH:15]=[CH:16][CH:17]=[CH:18][CH:19]=1)[C:26]1[CH:31]=[CH:30][CH:29]=[CH:28][CH:27]=1. The catalyst class is: 5. (2) Reactant: [Cl:1][C:2]1[CH:7]=[CH:6][C:5]([NH:8][C:9]([O:11][C:12]([CH3:15])([CH3:14])[CH3:13])=[O:10])=[CH:4][C:3]=1[CH2:16][C:17]([OH:19])=[O:18].C([O-])([O-])=O.[K+].[K+].[CH2:26](I)[CH3:27]. Product: [Cl:1][C:2]1[CH:7]=[CH:6][C:5]([NH:8][C:9]([O:11][C:12]([CH3:13])([CH3:14])[CH3:15])=[O:10])=[CH:4][C:3]=1[CH2:16][C:17]([O:19][CH2:26][CH3:27])=[O:18]. The catalyst class is: 21.